From a dataset of Full USPTO retrosynthesis dataset with 1.9M reactions from patents (1976-2016). Predict the reactants needed to synthesize the given product. Given the product [C:1]([C:5]1[CH:6]=[C:7]([C:11]2([NH:22][C:23](=[O:29])[O:24][C:25]([CH3:26])([CH3:27])[CH3:28])[CH2:16][CH2:15][C:14]3[C:13](=[CH:18][NH:19][N:31]=3)[CH2:12]2)[CH:8]=[CH:9][CH:10]=1)([CH3:3])([CH3:2])[CH3:4], predict the reactants needed to synthesize it. The reactants are: [C:1]([C:5]1[CH:6]=[C:7]([C:11]2([NH:22][C:23](=[O:29])[O:24][C:25]([CH3:28])([CH3:27])[CH3:26])[CH2:16][CH2:15][C:14](=O)/[C:13](=[CH:18]/[N:19](C)C)/[CH2:12]2)[CH:8]=[CH:9][CH:10]=1)([CH3:4])([CH3:3])[CH3:2].O.[NH2:31]N.